This data is from Catalyst prediction with 721,799 reactions and 888 catalyst types from USPTO. The task is: Predict which catalyst facilitates the given reaction. (1) Reactant: [C:1]1([CH:8]=[CH:7][CH:6]=[C:4]([OH:5])[CH:3]=1)[OH:2].[CH3:9][CH:10]1[CH2:15][CH2:14][CH:13](O)[CH2:12][CH2:11]1.C1(P(C2C=CC=CC=2)C2C=CC=CC=2)C=CC=CC=1.N(C(OC(C)C)=O)=NC(OC(C)C)=O. Product: [CH3:9][CH:10]1[CH2:15][CH2:14][CH:13]([O:2][C:1]2[CH:3]=[C:4]([OH:5])[CH:6]=[CH:7][CH:8]=2)[CH2:12][CH2:11]1. The catalyst class is: 7. (2) Reactant: [C:1]([CH2:3][C:4]1[CH:5]=[C:6](B(O)O)[CH:7]=[CH:8][CH:9]=1)#[N:2].I[C:14]1[C:22]2[C:17](=[N:18][CH:19]=[N:20][C:21]=2[NH2:23])[N:16]([CH:24]([CH3:26])[CH3:25])[N:15]=1.C([O-])([O-])=O.[Na+].[Na+]. Product: [NH2:23][C:21]1[N:20]=[CH:19][N:18]=[C:17]2[N:16]([CH:24]([CH3:26])[CH3:25])[N:15]=[C:14]([C:6]3[CH:5]=[C:4]([CH2:3][C:1]#[N:2])[CH:9]=[CH:8][CH:7]=3)[C:22]=12. The catalyst class is: 414. (3) Reactant: [NH2:1][C:2]1[CH:7]=[CH:6][CH:5]=[C:4]([CH3:8])[C:3]=1[C:9](=O)[CH3:10].[Cl:12][CH2:13][C:14]#[N:15]. Product: [Cl:12][CH2:13][C:14]1[N:15]=[C:9]([CH3:10])[C:3]2[C:2](=[CH:7][CH:6]=[CH:5][C:4]=2[CH3:8])[N:1]=1. The catalyst class is: 393. (4) Reactant: [C:1]([O:5][C:6]([N:8]1[CH2:24][CH2:23][C:12]2[C:13]3[C:14](=[O:22])[C:15]([F:21])([F:20])[CH2:16][C:17]=3[CH:18]=[CH:19][C:11]=2[CH2:10][CH2:9]1)=[O:7])([CH3:4])([CH3:3])[CH3:2].[CH3:25][O:26][C:27]1[CH:32]=[CH:31][CH:30]=[CH:29][C:28]=1[Mg]Br. Product: [C:1]([O:5][C:6]([N:8]1[CH2:24][CH2:23][C:12]2[C:13]3[C:14]([OH:22])([C:28]4[CH:29]=[CH:30][CH:31]=[CH:32][C:27]=4[O:26][CH3:25])[C:15]([F:21])([F:20])[CH2:16][C:17]=3[CH:18]=[CH:19][C:11]=2[CH2:10][CH2:9]1)=[O:7])([CH3:4])([CH3:2])[CH3:3]. The catalyst class is: 27. (5) Product: [C:40]1([CH:37]([C:18]2[C:19]([O:33][CH2:34][CH2:35][CH3:36])=[C:20]([NH:22][C:23]([NH:25][C:26]3[CH:27]=[CH:28][C:29]([CH3:32])=[CH:30][CH:31]=3)=[O:24])[CH:21]=[C:16]([C:7]3[CH:8]=[CH:9][CH:10]=[CH:11][C:6]=3[C:5]3[NH:4][N:3]=[N:2][N:1]=3)[CH:17]=2)[CH:38]=[CH2:39])[CH:41]=[CH:42][CH:43]=[CH:44][CH:45]=1. The catalyst class is: 128. Reactant: [NH:1]1[C:5]([C:6]2[CH:11]=[CH:10][CH:9]=[CH:8][C:7]=2B(O)O)=[N:4][N:3]=[N:2]1.Br[C:16]1[CH:17]=[C:18]([CH:37]([C:40]2[CH:45]=[CH:44][CH:43]=[CH:42][CH:41]=2)[CH:38]=[CH2:39])[C:19]([O:33][CH2:34][CH2:35][CH3:36])=[C:20]([NH:22][C:23]([NH:25][C:26]2[CH:31]=[CH:30][C:29]([CH3:32])=[CH:28][CH:27]=2)=[O:24])[CH:21]=1.C(=O)([O-])[O-].[K+].[K+].CC(O)=O. (6) Reactant: [Br:1][C:2]1[CH:10]=[C:9]([F:11])[CH:8]=[C:7]2[C:3]=1[C:4]([S:16][C:17]1[CH:22]=[CH:21][C:20]([Cl:23])=[CH:19][CH:18]=1)=[C:5]([C:12]([O:14][CH3:15])=[O:13])[NH:6]2.[H-].[Na+].Br[CH2:27][CH2:28][CH2:29][C:30]([O:32][CH2:33][CH3:34])=[O:31]. The catalyst class is: 589. Product: [Br:1][C:2]1[CH:10]=[C:9]([F:11])[CH:8]=[C:7]2[C:3]=1[C:4]([S:16][C:17]1[CH:22]=[CH:21][C:20]([Cl:23])=[CH:19][CH:18]=1)=[C:5]([C:12]([O:14][CH3:15])=[O:13])[N:6]2[CH2:27][CH2:28][CH2:29][C:30]([O:32][CH2:33][CH3:34])=[O:31].